Dataset: Forward reaction prediction with 1.9M reactions from USPTO patents (1976-2016). Task: Predict the product of the given reaction. (1) Given the reactants [Br:1][C:2]1[CH:3]=[C:4]([Br:26])[C:5]2[N:10]=[C:9]([C:11]3[N:12]([C:17]4[C:22]([Cl:23])=[CH:21][CH:20]=[CH:19][N:18]=4)[CH:13]=[C:14]([Br:16])[CH:15]=3)[O:8][C:7](=[O:24])[C:6]=2[CH:25]=1.O.[NH2:28][NH2:29].O1CCCC1, predict the reaction product. The product is: [Br:16][C:14]1[CH:15]=[C:11]([C:9]([NH:10][C:5]2[C:4]([Br:26])=[CH:3][C:2]([Br:1])=[CH:25][C:6]=2[C:7]([NH:28][NH2:29])=[O:24])=[O:8])[N:12]([C:17]2[C:22]([Cl:23])=[CH:21][CH:20]=[CH:19][N:18]=2)[CH:13]=1. (2) Given the reactants [CH3:1][C:2]1([CH3:27])[CH2:10][C:9]2[C:4](=[CH:5][CH:6]=[C:7]([N:11](C(OC(C)(C)C)=O)[NH:12]C(OC(C)(C)C)=O)[CH:8]=2)[CH2:3]1.FC(F)(F)C(O)=O.C[O:36][C:37](=O)[CH2:38][C:39](=O)[CH3:40], predict the reaction product. The product is: [CH3:1][C:2]1([CH3:27])[CH2:10][C:9]2[C:4](=[CH:5][CH:6]=[C:7]([N:11]3[C:37](=[O:36])[CH2:38][C:39]([CH3:40])=[N:12]3)[CH:8]=2)[CH2:3]1. (3) Given the reactants [F:1][C:2]1[CH:38]=[CH:37][C:5]2[N:6]([C:14]3[C:15]([CH3:36])=[C:16]([CH:33]=[CH:34][CH:35]=3)[CH2:17][NH:18][C:19]3[CH:32]=[CH:31][C:22]4[C@H:23]([CH2:26][C:27]([O:29]C)=[O:28])[CH2:24][O:25][C:21]=4[CH:20]=3)[C:7]([C@H:9]3[CH2:13][CH2:12][CH2:11][O:10]3)=[N:8][C:4]=2[CH:3]=1.O.[OH-].[Li+].Cl, predict the reaction product. The product is: [F:1][C:2]1[CH:38]=[CH:37][C:5]2[N:6]([C:14]3[C:15]([CH3:36])=[C:16]([CH:33]=[CH:34][CH:35]=3)[CH2:17][NH:18][C:19]3[CH:32]=[CH:31][C:22]4[C@H:23]([CH2:26][C:27]([OH:29])=[O:28])[CH2:24][O:25][C:21]=4[CH:20]=3)[C:7]([C@H:9]3[CH2:13][CH2:12][CH2:11][O:10]3)=[N:8][C:4]=2[CH:3]=1. (4) Given the reactants Br[CH2:2][C:3]([C:5]1[C:6]([CH:28]2[CH2:31][CH2:30][CH2:29]2)=[CH:7][C:8]([CH3:27])=[C:9]([CH:26]=1)[C:10]([N:12]1[CH2:17][CH2:16][CH:15]([C:18]2[CH:25]=[CH:24][C:21]([C:22]#[N:23])=[CH:20][CH:19]=2)[CH2:14][CH2:13]1)=[O:11])=O.Cl.[C:33](=[NH:37])([NH2:36])[CH2:34][CH3:35].C(=O)([O-])[O-].[K+].[K+], predict the reaction product. The product is: [CH:28]1([C:6]2[C:5]([C:3]3[NH:36][C:33]([CH2:34][CH3:35])=[N:37][CH:2]=3)=[CH:26][C:9]([C:10]([N:12]3[CH2:17][CH2:16][CH:15]([C:18]4[CH:25]=[CH:24][C:21]([C:22]#[N:23])=[CH:20][CH:19]=4)[CH2:14][CH2:13]3)=[O:11])=[C:8]([CH3:27])[CH:7]=2)[CH2:31][CH2:30][CH2:29]1. (5) Given the reactants [N:1]1([CH2:6][C:7]2[CH:8]=[C:9]([CH:38]=[C:39]([Cl:41])[CH:40]=2)/[CH:10]=[CH:11]/[C:12]2[CH:17]=[CH:16][C:15]([N:18]3[CH2:23][CH2:22][N:21]([S:24]([C:27]4C=CC=C(OC(F)(F)F)[CH:28]=4)(=[O:26])=[O:25])[CH2:20][CH2:19]3)=[CH:14][CH:13]=2)[CH:5]=[CH:4][N:3]=[CH:2]1.[NH:42]1C(S(Cl)(=O)=O)=C[N:44]=[CH:43]1.FC(F)(F)OC1C=C(S(Cl)(=O)=O)C=CC=1, predict the reaction product. The product is: [N:1]1([CH2:6][C:7]2[CH:8]=[C:9]([CH:38]=[C:39]([Cl:41])[CH:40]=2)/[CH:10]=[CH:11]/[C:12]2[CH:13]=[CH:14][C:15]([N:18]3[CH2:19][CH2:20][N:21]([S:24]([C:27]4[N:42]=[CH:43][NH:44][CH:28]=4)(=[O:25])=[O:26])[CH2:22][CH2:23]3)=[CH:16][CH:17]=2)[CH:5]=[CH:4][N:3]=[CH:2]1.